Dataset: Catalyst prediction with 721,799 reactions and 888 catalyst types from USPTO. Task: Predict which catalyst facilitates the given reaction. (1) Reactant: [Cl:1][C:2]1[CH:3]=[C:4]([N:12]([CH2:20][CH3:21])[CH:13]2[CH2:18][CH2:17][N:16]([CH3:19])[CH2:15][CH2:14]2)[C:5]([CH3:11])=[C:6]([CH:10]=1)[C:7]([OH:9])=O.Cl.[NH2:23][CH2:24][C:25]1[C:26](=[O:35])[NH:27][C:28]([CH3:34])=[CH:29][C:30]=1[CH2:31][CH2:32][CH3:33].C1CN([P+](ON2N=NC3C=CC=CC2=3)(N2CCCC2)N2CCCC2)CC1.F[P-](F)(F)(F)(F)F.CCN(C(C)C)C(C)C. Product: [Cl:1][C:2]1[CH:3]=[C:4]([N:12]([CH2:20][CH3:21])[CH:13]2[CH2:18][CH2:17][N:16]([CH3:19])[CH2:15][CH2:14]2)[C:5]([CH3:11])=[C:6]([CH:10]=1)[C:7]([NH:23][CH2:24][C:25]1[C:26](=[O:35])[NH:27][C:28]([CH3:34])=[CH:29][C:30]=1[CH2:31][CH2:32][CH3:33])=[O:9]. The catalyst class is: 16. (2) Reactant: Cl[C:2]1[C:11]2[C:6](=[CH:7][CH:8]=[CH:9][CH:10]=2)[N:5]=[C:4]([C:12]2[C:17]([C:18]([C:20]3[CH:25]=[CH:24][CH:23]=[CH:22][CH:21]=3)=[O:19])=[CH:16][CH:15]=[CH:14][N:13]=2)[N:3]=1.C(N(CC)CC)C.[CH:33]1([NH2:39])[CH2:38][CH2:37][CH2:36][CH2:35][CH2:34]1. Product: [CH:33]1([NH:39][C:2]2[C:11]3[C:6](=[CH:7][CH:8]=[CH:9][CH:10]=3)[N:5]=[C:4]([C:12]3[C:17]([C:18]([C:20]4[CH:25]=[CH:24][CH:23]=[CH:22][CH:21]=4)=[O:19])=[CH:16][CH:15]=[CH:14][N:13]=3)[N:3]=2)[CH2:38][CH2:37][CH2:36][CH2:35][CH2:34]1. The catalyst class is: 10. (3) Reactant: [F:1][C:2]1[CH:3]=[C:4](/[CH:11]=[CH:12]/[C:13]([O:15][CH3:16])=[O:14])[CH:5]=[C:6]([F:10])[C:7]=1[CH:8]=O.[NH:17]1[C:25]2[C:20](=[CH:21][CH:22]=[CH:23][CH:24]=2)[C:19]([CH2:26][C@H:27]([NH:29][CH2:30][C:31]([F:35])([CH3:34])[CH2:32][OH:33])[CH3:28])=[CH:18]1.C(O)(=O)C. Product: [F:1][C:2]1[CH:3]=[C:4](/[CH:11]=[CH:12]/[C:13]([O:15][CH3:16])=[O:14])[CH:5]=[C:6]([F:10])[C:7]=1[C@@H:8]1[C:18]2[NH:17][C:25]3[C:20]([C:19]=2[CH2:26][C@@H:27]([CH3:28])[N:29]1[CH2:30][C:31]([F:35])([CH3:34])[CH2:32][OH:33])=[CH:21][CH:22]=[CH:23][CH:24]=3. The catalyst class is: 11. (4) Reactant: [N+](=[CH2:3])=[N-].[O:4]=[C:5]1[CH:12]2[CH2:13][C:8]3([NH:15][C:16](=[O:22])[O:17][C:18]([CH3:21])([CH3:20])[CH3:19])[CH2:9][CH:10]([CH2:14][CH:6]1[CH2:7]3)[CH2:11]2.[OH-].[K+]. Product: [O:4]=[C:5]1[CH2:3][CH:6]2[CH2:7][C:8]3([NH:15][C:16](=[O:22])[O:17][C:18]([CH3:20])([CH3:19])[CH3:21])[CH2:9][CH:10]([CH2:11][CH:12]1[CH2:13]3)[CH2:14]2. The catalyst class is: 24. (5) Reactant: [C:1]([O:5][C:6](=[O:18])[NH:7][C@H:8]([C:11]1[CH:16]=[CH:15][C:14]([OH:17])=[CH:13][CH:12]=1)[CH2:9][OH:10])([CH3:4])([CH3:3])[CH3:2].[CH3:19][C@@H:20]([CH2:23][CH3:24])[CH2:21]Br.C([O-])([O-])=O.[Cs+].[Cs+].[NH4+].[Cl-]. The catalyst class is: 3. Product: [C:1]([O:5][C:6](=[O:18])[NH:7][C@H:8]([C:11]1[CH:16]=[CH:15][C:14]([O:17][CH2:19][C@@H:20]([CH3:21])[CH2:23][CH3:24])=[CH:13][CH:12]=1)[CH2:9][OH:10])([CH3:4])([CH3:2])[CH3:3].